From a dataset of Peptide-MHC class I binding affinity with 185,985 pairs from IEDB/IMGT. Regression. Given a peptide amino acid sequence and an MHC pseudo amino acid sequence, predict their binding affinity value. This is MHC class I binding data. The peptide sequence is WENGFKVVL. The MHC is HLA-A68:02 with pseudo-sequence HLA-A68:02. The binding affinity (normalized) is 0.0847.